From a dataset of Forward reaction prediction with 1.9M reactions from USPTO patents (1976-2016). Predict the product of the given reaction. (1) Given the reactants [CH3:1][O:2][C:3]1[N:8]=[CH:7][C:6]([N:9]2[CH2:14][CH2:13][CH:12]([CH2:15]O)[CH2:11][CH2:10]2)=[CH:5][CH:4]=1.C(Br)(Br)(Br)[Br:18].C1(P(C2C=CC=CC=2)C2C=CC=CC=2)C=CC=CC=1, predict the reaction product. The product is: [Br:18][CH2:15][CH:12]1[CH2:13][CH2:14][N:9]([C:6]2[CH:7]=[N:8][C:3]([O:2][CH3:1])=[CH:4][CH:5]=2)[CH2:10][CH2:11]1. (2) Given the reactants [NH2:1][C:2]1[CH:3]=[C:4]2[C:8](=[CH:9][C:10]=1[NH2:11])[NH:7][N:6]=[CH:5]2.C(O[C:15]([S-])=[S:16])C.[K+], predict the reaction product. The product is: [SH:16][C:15]1[NH:1][C:2]2[CH:3]=[C:4]3[C:8](=[CH:9][C:10]=2[N:11]=1)[NH:7][N:6]=[CH:5]3. (3) The product is: [CH3:13][O:12][C:11]1[CH:10]=[CH:9][C:4]([C:5]([O:7][CH3:8])=[O:6])=[CH:3][C:2]=1[C:15]#[C:14][Si:16]([CH3:19])([CH3:18])[CH3:17]. Given the reactants Br[C:2]1[CH:3]=[C:4]([CH:9]=[CH:10][C:11]=1[O:12][CH3:13])[C:5]([O:7][CH3:8])=[O:6].[C:14]([Si:16]([CH3:19])([CH3:18])[CH3:17])#[CH:15], predict the reaction product. (4) Given the reactants [N+:1]([C:4]1[CH:5]=[C:6]([CH2:10][C:11](O)=[O:12])[CH:7]=[CH:8][CH:9]=1)([O-:3])=[O:2].B.C1COCC1, predict the reaction product. The product is: [N+:1]([C:4]1[CH:5]=[C:6]([CH2:10][CH2:11][OH:12])[CH:7]=[CH:8][CH:9]=1)([O-:3])=[O:2].